Predict which catalyst facilitates the given reaction. From a dataset of Catalyst prediction with 721,799 reactions and 888 catalyst types from USPTO. (1) Reactant: Cl.[CH3:2][O:3][C:4]1[CH:5]=[C:6]2[C:11](=[C:12]3[CH2:16][C:15]([CH3:18])([CH3:17])[O:14][C:13]=13)[C:10]([C:19]1[CH:20]=[C:21]([CH:25]=[CH:26][CH:27]=1)[C:22]([OH:24])=O)=[N:9][C:8]([CH3:29])([CH3:28])[CH2:7]2.C(N(C(C)C)C(C)C)C.[NH2:39][C@H:40]1[CH2:43][NH:42][C:41]1=[O:44]. Product: [O:44]=[C:41]1[C@@H:40]([NH:39][C:22](=[O:24])[C:21]2[CH:25]=[CH:26][CH:27]=[C:19]([C:10]3[C:11]4[C:6](=[CH:5][C:4]([O:3][CH3:2])=[C:13]5[O:14][C:15]([CH3:17])([CH3:18])[CH2:16][C:12]5=4)[CH2:7][C:8]([CH3:28])([CH3:29])[N:9]=3)[CH:20]=2)[CH2:43][NH:42]1. The catalyst class is: 9. (2) Reactant: [N:1]1[CH:6]=[CH:5][CH:4]=[C:3]([CH2:7][C:8]2[CH:9]=[N:10][CH:11]=[CH:12][CH:13]=2)[CH:2]=1.C[Si]([N-][Si](C)(C)C)(C)C.[Li+].[C:24]1([C:30]([C:38]2[CH:43]=[CH:42][CH:41]=[CH:40][CH:39]=2)=[N:31][S:32]([C:34]([CH3:37])([CH3:36])[CH3:35])=[O:33])[CH:29]=[CH:28][CH:27]=[CH:26][CH:25]=1. Product: [C:24]1([C:30]([NH:31][S@:32]([C:34]([CH3:37])([CH3:36])[CH3:35])=[O:33])([C:38]2[CH:39]=[CH:40][CH:41]=[CH:42][CH:43]=2)[CH:7]([C:8]2[CH:9]=[N:10][CH:11]=[CH:12][CH:13]=2)[C:3]2[CH:2]=[N:1][CH:6]=[CH:5][CH:4]=2)[CH:25]=[CH:26][CH:27]=[CH:28][CH:29]=1. The catalyst class is: 1.